Dataset: Forward reaction prediction with 1.9M reactions from USPTO patents (1976-2016). Task: Predict the product of the given reaction. (1) Given the reactants [C:1]([C-:3]1[CH:7]=[CH:6][CH:5]=[CH:4]1)#[CH:2].[CH-:8]1[CH:12]=[CH:11][CH:10]=[CH:9]1.[Fe+2:13].[C-:14]1([C:19]#[C:20][C:21]2[CH:26]=[CH:25][CH:24]=[C:23](I)[CH:22]=2)[CH:18]=[CH:17][CH:16]=[CH:15]1.[CH-:28]1[CH:32]=[CH:31][CH:30]=[CH:29]1.[Fe+2], predict the reaction product. The product is: [C-:3]1([C:1]#[C:2][C:23]2[CH:24]=[CH:25][CH:26]=[C:21]([C:20]#[C:19][C-:14]3[CH:18]=[CH:17][CH:16]=[CH:15]3)[CH:22]=2)[CH:7]=[CH:6][CH:5]=[CH:4]1.[CH-:8]1[CH:12]=[CH:11][CH:10]=[CH:9]1.[Fe+2:13].[CH-:28]1[CH:32]=[CH:31][CH:30]=[CH:29]1.[Fe+2:13]. (2) Given the reactants Cl.[N:2]1[CH:7]=[CH:6][CH:5]=[CH:4][CH:3]=1.[Br:8][C:9]1[CH:14]=[CH:13][C:12]([OH:15])=[CH:11][CH:10]=1.[C:16](=O)([O-])[O-].[K+].[K+], predict the reaction product. The product is: [Br:8][C:9]1[CH:14]=[CH:13][C:12]([O:15][CH2:16][C:4]2[CH:3]=[N:2][CH:7]=[CH:6][CH:5]=2)=[CH:11][CH:10]=1. (3) Given the reactants [F:1][C:2]1[CH:7]=[CH:6][C:5]([C@:8]2([CH2:32][C:33]([OH:36])([CH3:35])[CH3:34])[O:13][C:12](=[O:14])[N:11]([C@H:15]([C:17]3[CH:22]=[CH:21][C:20](B4OC(C)(C)C(C)(C)O4)=[CH:19][CH:18]=3)[CH3:16])[CH2:10][CH2:9]2)=[CH:4][CH:3]=1.Br[C:38]1[CH:43]=[C:42]([CH3:44])[N:41]=[C:40]([CH3:45])[CH:39]=1, predict the reaction product. The product is: [CH3:45][C:40]1[CH:39]=[C:38]([C:20]2[CH:21]=[CH:22][C:17]([C@@H:15]([N:11]3[CH2:10][CH2:9][C@@:8]([C:5]4[CH:6]=[CH:7][C:2]([F:1])=[CH:3][CH:4]=4)([CH2:32][C:33]([OH:36])([CH3:34])[CH3:35])[O:13][C:12]3=[O:14])[CH3:16])=[CH:18][CH:19]=2)[CH:43]=[C:42]([CH3:44])[N:41]=1. (4) Given the reactants [C:1]([C:3]1[CH:8]=[CH:7][CH:6]=[CH:5][C:4]=1[C:9]1[CH:14]=[CH:13][C:12]([CH2:15][C:16]2[C:17](=[O:44])[N:18]([C@H:28]3[CH2:33][CH2:32][C@H:31]([O:34][CH:35]([CH3:43])C(OC(C)(C)C)=O)[CH2:30][CH2:29]3)[C:19]3[N:20]([N:25]=[CH:26][N:27]=3)[C:21]=2[CH2:22][CH2:23][CH3:24])=[C:11]([F:45])[CH:10]=1)#[N:2].C[Mg]Br, predict the reaction product. The product is: [F:45][C:11]1[CH:10]=[C:9]([C:4]2[C:3]([C:1]#[N:2])=[CH:8][CH:7]=[CH:6][CH:5]=2)[CH:14]=[CH:13][C:12]=1[CH2:15][C:16]1[C:17](=[O:44])[N:18]([C@H:28]2[CH2:29][CH2:30][C@H:31]([O:34][CH:35]([CH3:43])[C:31]([OH:34])([CH3:32])[CH3:30])[CH2:32][CH2:33]2)[C:19]2[N:20]([N:25]=[CH:26][N:27]=2)[C:21]=1[CH2:22][CH2:23][CH3:24]. (5) Given the reactants [H-].[Al+3].[Li+].[H-].[H-].[H-].[Cl-].[Al+3].[Cl-].[Cl-].[O:11]1[C:15]2[CH2:16][CH2:17][CH2:18][C:19](=O)[C:14]=2[CH:13]=[CH:12]1, predict the reaction product. The product is: [CH2:18]1[C:19]2[CH2:14][CH2:13][CH2:12][O:11][C:15]=2[CH:16]=[CH:17]1. (6) Given the reactants ClC1C=C(Cl)C=CC=1C([C:13]1[C:21]2[C:16](=[C:17]([CH2:23][S:24][CH3:25])[CH:18]=[C:19](F)[CH:20]=2)[NH:15][CH:14]=1)CCO.[F:26][C:27]1[CH:32]=[C:31]([F:33])[CH:30]=[CH:29][C:28]=1[CH:34]([C:36]1[CH:41]=[CH:40][C:39]([F:42])=[CH:38][CH:37]=1)O.FC1C=CC(C(C2C=CC(F)=CC=2)C2C3C(=C(CSC)C=CC=3)NC=2)=C(C)C=1, predict the reaction product. The product is: [F:26][C:27]1[CH:32]=[C:31]([F:33])[CH:30]=[CH:29][C:28]=1[CH:34]([C:36]1[CH:41]=[CH:40][C:39]([F:42])=[CH:38][CH:37]=1)[C:13]1[C:21]2[C:16](=[C:17]([CH2:23][S:24][CH3:25])[CH:18]=[CH:19][CH:20]=2)[NH:15][CH:14]=1. (7) Given the reactants [OH:1][C:2]1[CH:9]=[CH:8][C:5]([CH:6]=O)=[CH:4][C:3]=1[O:10][CH3:11].[NH:12]1[CH2:17][CH2:16][O:15][CH2:14][CH2:13]1.C(O[BH-](OC(=O)C)OC(=O)C)(=O)C.[Na+].C(=O)(O)[O-].[Na+], predict the reaction product. The product is: [CH3:11][O:10][C:3]1[CH:4]=[C:5]([CH2:6][N:12]2[CH2:17][CH2:16][O:15][CH2:14][CH2:13]2)[CH:8]=[CH:9][C:2]=1[OH:1].